This data is from Catalyst prediction with 721,799 reactions and 888 catalyst types from USPTO. The task is: Predict which catalyst facilitates the given reaction. (1) Reactant: CC([N:5]([C:9]1[CH:10]=[C:11]([C:15]2[CH:20]=[CH:19][C:18]([CH:21]([N:29]([C:31](=[O:46])[CH2:32][N:33]3[C:38]4[CH:39]=[C:40]([Cl:44])[C:41]([Cl:43])=[CH:42][C:37]=4[O:36][CH2:35][C:34]3=[O:45])[CH3:30])[CH2:22][N:23]3[CH2:28][CH2:27][O:26][CH2:25][CH2:24]3)=[CH:17][CH:16]=2)[CH:12]=[CH:13][CH:14]=1)C(=O)[O-])(C)C.FC(F)(F)C(O)=O. Product: [NH2:5][C:9]1[CH:10]=[C:11]([C:15]2[CH:20]=[CH:19][C:18]([CH:21]([N:29]([CH3:30])[C:31](=[O:46])[CH2:32][N:33]3[C:38]4[CH:39]=[C:40]([Cl:44])[C:41]([Cl:43])=[CH:42][C:37]=4[O:36][CH2:35][C:34]3=[O:45])[CH2:22][N:23]3[CH2:24][CH2:25][O:26][CH2:27][CH2:28]3)=[CH:17][CH:16]=2)[CH:12]=[CH:13][CH:14]=1. The catalyst class is: 4. (2) Reactant: [F:1][C:2]([F:41])([F:40])[C:3]1[CH:8]=[CH:7][C:6]([C:9]2[CH:14]=[CH:13][CH:12]=[CH:11][C:10]=2[C:15]([NH:17][C:18]2[CH:39]=[CH:38][C:21]([O:22][CH2:23][CH2:24][C:25]3[N:26]=[C:27]([NH:30]C(=O)OC(C)(C)C)[S:28][CH:29]=3)=[CH:20][CH:19]=2)=[O:16])=[CH:5][CH:4]=1.FC(F)(F)C(O)=O. Product: [NH2:30][C:27]1[S:28][CH:29]=[C:25]([CH2:24][CH2:23][O:22][C:21]2[CH:38]=[CH:39][C:18]([NH:17][C:15]([C:10]3[C:9]([C:6]4[CH:5]=[CH:4][C:3]([C:2]([F:41])([F:1])[F:40])=[CH:8][CH:7]=4)=[CH:14][CH:13]=[CH:12][CH:11]=3)=[O:16])=[CH:19][CH:20]=2)[N:26]=1. The catalyst class is: 4. (3) Reactant: Cl.[N:2]1[CH:7]=[CH:6][CH:5]=[CH:4][C:3]=1[CH2:8][CH2:9][S:10](Cl)(=[O:12])=[O:11].[C:14]1([C:20]2[S:24][C:23]([S:25]([N:28]3[CH2:33][CH2:32][NH:31][CH2:30][C@@H:29]3[C:34]([NH:36][O:37][CH:38]3[CH2:43][CH2:42][CH2:41][CH2:40][O:39]3)=[O:35])(=[O:27])=[O:26])=[CH:22][CH:21]=2)[CH:19]=[CH:18][CH:17]=[CH:16][CH:15]=1.C(N(CC)CC)C. Product: [C:14]1([C:20]2[S:24][C:23]([S:25]([N:28]3[CH2:33][CH2:32][N:31]([S:10]([CH2:9][CH2:8][C:3]4[CH:4]=[CH:5][CH:6]=[CH:7][N:2]=4)(=[O:12])=[O:11])[CH2:30][C@@H:29]3[C:34]([NH:36][O:37][CH:38]3[CH2:43][CH2:42][CH2:41][CH2:40][O:39]3)=[O:35])(=[O:26])=[O:27])=[CH:22][CH:21]=2)[CH:15]=[CH:16][CH:17]=[CH:18][CH:19]=1. The catalyst class is: 22. (4) Reactant: [CH:1]1([C:4]2[N:5]=[CH:6][C:7]3[CH2:12][N:11](C(OC(C)(C)C)=O)[CH2:10][C:8]=3[N:9]=2)[CH2:3][CH2:2]1.[ClH:20]. Product: [ClH:20].[CH:1]1([C:4]2[N:5]=[CH:6][C:7]3[CH2:12][NH:11][CH2:10][C:8]=3[N:9]=2)[CH2:3][CH2:2]1. The catalyst class is: 71. (5) Reactant: [CH3:1][C:2]1[N:7]=[C:6]([C:8]2[CH:13]=[CH:12][CH:11]=[C:10]([C:14]3[CH:15]=[C:16]([S:20](Cl)(=[O:22])=[O:21])[CH:17]=[CH:18][CH:19]=3)[N:9]=2)[CH:5]=[C:4]([C:24]2[CH:29]=[CH:28][C:27]([C:30]([F:33])([F:32])[F:31])=[CH:26][CH:25]=2)[CH:3]=1.[CH3:34][O:35][CH2:36][CH2:37][O:38][CH2:39][CH2:40][O:41][CH2:42][CH2:43][O:44][CH2:45][CH2:46][NH:47][CH2:48][CH2:49][O:50][CH2:51][CH2:52][O:53][CH2:54][CH2:55][O:56][CH2:57][CH2:58][O:59][CH3:60].CCN(CC)CC. Product: [CH3:60][O:59][CH2:58][CH2:57][O:56][CH2:55][CH2:54][O:53][CH2:52][CH2:51][O:50][CH2:49][CH2:48][N:47]([CH2:46][CH2:45][O:44][CH2:43][CH2:42][O:41][CH2:40][CH2:39][O:38][CH2:37][CH2:36][O:35][CH3:34])[S:20]([C:16]1[CH:17]=[CH:18][CH:19]=[C:14]([C:10]2[N:9]=[C:8]([C:6]3[CH:5]=[C:4]([C:24]4[CH:29]=[CH:28][C:27]([C:30]([F:33])([F:32])[F:31])=[CH:26][CH:25]=4)[CH:3]=[C:2]([CH3:1])[N:7]=3)[CH:13]=[CH:12][CH:11]=2)[CH:15]=1)(=[O:22])=[O:21]. The catalyst class is: 49. (6) Reactant: FC(F)(F)C(O)=O.[CH:8]([C:11]1[CH:16]=[CH:15][C:14]([NH:17][C:18](=[O:25])[CH2:19][CH:20]2[CH2:24][CH2:23][NH:22][CH2:21]2)=[CH:13][CH:12]=1)([CH3:10])[CH3:9].[NH2:26][C:27]1[C:32]([CH:33]=O)=[C:31](Cl)[N:30]=[CH:29][N:28]=1.CCN(C(C)C)C(C)C.Cl.[CH3:46][O:47][NH2:48]. Product: [NH2:26][C:27]1[N:28]=[CH:29][N:30]=[C:31]([N:22]2[CH2:23][CH2:24][CH:20]([CH2:19][C:18]([NH:17][C:14]3[CH:13]=[CH:12][C:11]([CH:8]([CH3:10])[CH3:9])=[CH:16][CH:15]=3)=[O:25])[CH2:21]2)[C:32]=1[CH:33]=[N:48][O:47][CH3:46]. The catalyst class is: 16. (7) Reactant: [OH:1][CH:2]([CH3:31])[CH:3]([N:5]1[C:9](=[O:10])[N:8]([C:11]2[CH:16]=[CH:15][C:14]([N:17]3[CH2:22][CH2:21][N:20]([C:23]4[CH:28]=[CH:27][C:26]([O:29][CH3:30])=[CH:25][CH:24]=4)[CH2:19][CH2:18]3)=[CH:13][CH:12]=2)[CH:7]=[N:6]1)[CH3:4].[CH3:32][S:33](Cl)(=[O:35])=[O:34]. Product: [CH3:32][S:33]([O:1][CH:2]([CH3:31])[CH:3]([N:5]1[C:9](=[O:10])[N:8]([C:11]2[CH:12]=[CH:13][C:14]([N:17]3[CH2:18][CH2:19][N:20]([C:23]4[CH:24]=[CH:25][C:26]([O:29][CH3:30])=[CH:27][CH:28]=4)[CH2:21][CH2:22]3)=[CH:15][CH:16]=2)[CH:7]=[N:6]1)[CH3:4])(=[O:35])=[O:34]. The catalyst class is: 143. (8) Reactant: [CH2:1](Cl)[CH:2]=[CH:3][C:4]1[CH:9]=[CH:8][CH:7]=[CH:6][CH:5]=1.[F:11][C:12]1[C:13]([CH3:19])=[C:14]([CH:16]=[CH:17][CH:18]=1)[NH2:15].C(=O)(O)[O-:21].[Na+]. Product: [F:11][C:12]1[C:13]([CH3:19])=[C:14]([NH:15][C:1](=[O:21])/[CH:2]=[CH:3]/[C:4]2[CH:9]=[CH:8][CH:7]=[CH:6][CH:5]=2)[CH:16]=[CH:17][CH:18]=1. The catalyst class is: 13.